From a dataset of Reaction yield outcomes from USPTO patents with 853,638 reactions. Predict the reaction yield, written as a fraction of the theoretical maximum amount of product (1.0 means a 100% yield; for example, 0.34 means a 34% yield). (1) The product is [OH:39][C@@H:38]1[N:8]([C:6]([O:5][C:1]([CH3:4])([CH3:3])[CH3:2])=[O:7])[C:9]2[CH:28]=[C:13]([O:14][CH2:15][CH2:16][CH2:17][CH2:18][CH2:19][C:20](=[O:21])[O:22][CH2:23][C:24]([Cl:27])([Cl:25])[Cl:26])[C:12]([O:29][CH3:30])=[CH:11][C:10]=2[C:31](=[O:32])[N:33]2[CH2:37][CH2:36][CH2:35][CH:34]12. The catalyst is C(Cl)Cl. The yield is 0.720. The reactants are [C:1]([O:5][C:6]([NH:8][C:9]1[C:10]([C:31]([N:33]2[CH2:37][CH2:36][CH2:35][C@H:34]2[CH2:38][OH:39])=[O:32])=[CH:11][C:12]([O:29][CH3:30])=[C:13]([CH:28]=1)[O:14][CH2:15][CH2:16][CH2:17][CH2:18][CH2:19][C:20]([O:22][CH2:23][C:24]([Cl:27])([Cl:26])[Cl:25])=[O:21])=[O:7])([CH3:4])([CH3:3])[CH3:2].CC(OI1(OC(C)=O)(OC(C)=O)OC(=O)C2C=CC=CC1=2)=O. (2) The reactants are Cl[C:2]1[CH:7]=[CH:6][C:5]([C:8]2[CH:13]([CH3:14])[S:12][C:11](=[O:15])[NH:10][N:9]=2)=[CH:4][C:3]=1[N+:16]([O-:18])=[O:17].[CH2:19]([NH2:23])[CH:20]([CH3:22])[CH3:21]. The catalyst is C(#N)C. The product is [CH2:19]([NH:23][C:2]1[CH:7]=[CH:6][C:5]([C:8]2[CH:13]([CH3:14])[S:12][C:11](=[O:15])[NH:10][N:9]=2)=[CH:4][C:3]=1[N+:16]([O-:18])=[O:17])[CH:20]([CH3:22])[CH3:21]. The yield is 0.806. (3) The reactants are [C-]#N.[K+].[CH:4](=[O:11])[C:5]1[CH:10]=[CH:9][CH:8]=[CH:7][CH:6]=1.[N:12]1C(C)=CC=C[C:13]=1C.O.[CH3:21][C:22]([O:24]C(C)=O)=O. The catalyst is C(Cl)Cl. The product is [C:22]([O:11][C@@H:4]([C:5]1[CH:10]=[CH:9][CH:8]=[CH:7][CH:6]=1)[C:13]#[N:12])(=[O:24])[CH3:21]. The yield is 0.630. (4) The reactants are [NH2:1]/[C:2](/OCC)=[CH:3]\[C:4](=O)[C:5]([F:8])([F:7])[F:6].Cl.[F:14][C:15]1[CH:20]=[CH:19][C:18]([NH:21][NH2:22])=[CH:17][CH:16]=1.C(N(CC)CC)C. No catalyst specified. The product is [F:14][C:15]1[CH:20]=[CH:19][C:18]([N:21]2[C:2]([NH2:1])=[CH:3][C:4]([C:5]([F:6])([F:7])[F:8])=[N:22]2)=[CH:17][CH:16]=1. The yield is 0.640. (5) The reactants are [O:1]1[C:5]2[CH:6]=[CH:7][C:8]([C:10]3[O:11][C:12]4[CH:21]=[CH:20][C:19]([NH:22][C:23](=[O:25])[CH3:24])=[CH:18][C:13]=4[C:14](=[O:17])[C:15]=3[OH:16])=[CH:9][C:4]=2[O:3][CH2:2]1. The catalyst is C(Cl)(Cl)Cl.CO. The product is [O:1]1[C:5]2[CH:6]=[CH:7][C:8]([C:10]3[O:11][C:12]4[CH:21]=[CH:20][C:19]([NH:22][C:23](=[O:25])[CH3:24])=[CH:18][C:13]=4[C:14](=[O:17])[C:15]=3[O:16][CH2:10][C:8]3[CH:9]=[CH:4][CH:5]=[CH:6][CH:7]=3)=[CH:9][C:4]=2[O:3][CH2:2]1. The yield is 0.850. (6) The reactants are [F:1][C:2]1[CH:7]=[C:6]([CH:8]2[CH2:12][CH2:11][O:10][CH2:9]2)[CH:5]=[C:4]([F:13])[C:3]=1[C:14]1[N:19]=[C:18]([C:20]([NH:22][C:23]2[CH:24]=[N:25][CH:26]=[CH:27][C:28]=2[C@@H:29]2[CH2:34][C@H:33]([CH3:35])[CH2:32][C@H:31]([NH:36]C(=O)OC(C)(C)C)[CH2:30]2)=[O:21])[CH:17]=[CH:16][C:15]=1[F:44].C(O)(C(F)(F)F)=O. The catalyst is C(Cl)Cl. The product is [NH2:36][C@H:31]1[CH2:32][C@@H:33]([CH3:35])[CH2:34][C@@H:29]([C:28]2[CH:27]=[CH:26][N:25]=[CH:24][C:23]=2[NH:22][C:20](=[O:21])[C:18]2[CH:17]=[CH:16][C:15]([F:44])=[C:14]([C:3]3[C:2]([F:1])=[CH:7][C:6]([C@@H:8]4[CH2:12][CH2:11][O:10][CH2:9]4)=[CH:5][C:4]=3[F:13])[N:19]=2)[CH2:30]1.[NH2:36][C@H:31]1[CH2:32][C@@H:33]([CH3:35])[CH2:34][C@@H:29]([C:28]2[CH:27]=[CH:26][N:25]=[CH:24][C:23]=2[NH:22][C:20](=[O:21])[C:18]2[CH:17]=[CH:16][C:15]([F:44])=[C:14]([C:3]3[C:2]([F:1])=[CH:7][C:6]([C@H:8]4[CH2:12][CH2:11][O:10][CH2:9]4)=[CH:5][C:4]=3[F:13])[N:19]=2)[CH2:30]1. The yield is 0.170. (7) The reactants are [OH:1][C@H:2]([CH3:6])[C:3](N)=O.F[B-](F)(F)F.C([O+](CC)CC)C.[NH2:19][C:20]1[C:21]([NH:29][C@H:30]2[CH2:35][CH2:34][C@H:33]([CH2:36][C:37]([O:39][CH2:40][CH3:41])=[O:38])[CH2:32][CH2:31]2)=[C:22]2[S:28][CH:27]=[CH:26][C:23]2=[N:24][CH:25]=1. The catalyst is O1CCCC1.C(O)C. The product is [CH2:40]([O:39][C:37](=[O:38])[CH2:36][C@H:33]1[CH2:32][CH2:31][C@H:30]([N:29]2[C:21]3=[C:22]4[S:28][CH:27]=[CH:26][C:23]4=[N:24][CH:25]=[C:20]3[N:19]=[C:3]2[C@H:2]([OH:1])[CH3:6])[CH2:35][CH2:34]1)[CH3:41]. The yield is 0.860. (8) The reactants are [CH3:1][C:2]([CH3:9])([CH3:8])[C:3](=O)[CH2:4][C:5]#[N:6].Cl.[C:11]1([CH3:19])[CH:16]=[CH:15][C:14]([NH:17][NH2:18])=[CH:13][CH:12]=1. The catalyst is CCO. The product is [C:2]([C:3]1[CH:4]=[C:5]([NH2:6])[N:17]([C:14]2[CH:15]=[CH:16][C:11]([CH3:19])=[CH:12][CH:13]=2)[N:18]=1)([CH3:9])([CH3:8])[CH3:1]. The yield is 0.990. (9) The reactants are [Cl:1][C:2]1[N:7]=[C:6](Cl)[C:5]([N+:9]([O-:11])=[O:10])=[CH:4][N:3]=1.[CH:12]1([NH2:17])[CH2:16][CH2:15][CH2:14][CH2:13]1.C(N(CC)C(C)C)(C)C. The catalyst is C1COCC1. The product is [Cl:1][C:2]1[N:7]=[C:6]([NH:17][CH:12]2[CH2:16][CH2:15][CH2:14][CH2:13]2)[C:5]([N+:9]([O-:11])=[O:10])=[CH:4][N:3]=1. The yield is 0.840. (10) The reactants are [H-].[Na+].[CH3:3]N(C=O)C.[F:8][C:9]1[CH:18]=[CH:17][C:16]([O:19][CH2:20][CH2:21][CH3:22])=[C:15]2[C:10]=1[C:11](=[O:43])[C:12]([C:35]1[CH:40]=[CH:39][C:38]([O:41][CH3:42])=[CH:37][CH:36]=1)=[CH:13][N:14]2[CH2:23][C:24]([NH:26][CH2:27][CH2:28][N:29]1[CH2:34][CH2:33][O:32][CH2:31][CH2:30]1)=[O:25].CI. The catalyst is C(OCC)(=O)C.O. The product is [F:8][C:9]1[CH:18]=[CH:17][C:16]([O:19][CH2:20][CH2:21][CH3:22])=[C:15]2[C:10]=1[C:11](=[O:43])[C:12]([C:35]1[CH:36]=[CH:37][C:38]([O:41][CH3:42])=[CH:39][CH:40]=1)=[CH:13][N:14]2[CH2:23][C:24]([N:26]([CH3:3])[CH2:27][CH2:28][N:29]1[CH2:34][CH2:33][O:32][CH2:31][CH2:30]1)=[O:25]. The yield is 0.740.